The task is: Binary Classification. Given a drug SMILES string, predict its activity (active/inactive) in a high-throughput screening assay against a specified biological target.. This data is from M1 muscarinic receptor agonist screen with 61,833 compounds. (1) The drug is Clc1cc(C(=O)NCCN2CCCCC2)cc(Cl)c1OCC. The result is 0 (inactive). (2) The molecule is O=C1N2C(CCC2)C(=O)NC1Cc1[nH]cnc1. The result is 0 (inactive).